This data is from Forward reaction prediction with 1.9M reactions from USPTO patents (1976-2016). The task is: Predict the product of the given reaction. (1) Given the reactants Br[C:2]1[CH:3]=[CH:4][C:5]([Cl:16])=[C:6]([CH:15]=1)[NH:7][N:8]1[CH2:13][CH2:12][CH2:11][O:10][C:9]1=[O:14].C[Si]([C:21]#[CH:22])(C)C, predict the reaction product. The product is: [Cl:16][C:5]1[CH:4]=[CH:3][C:2]([C:21]#[CH:22])=[CH:15][C:6]=1[NH:7][N:8]1[CH2:13][CH2:12][CH2:11][O:10][C:9]1=[O:14]. (2) Given the reactants [CH3:1][C:2]1[C:7]([O:8][C:9]2[C:10]([NH:22][C:23]3[S:27][N:26]=[C:25]([CH:28]4[CH2:32][O:31]C5(CCCCC5)[O:29]4)[N:24]=3)=[N:11][CH:12]=[C:13]([S:15][C:16]3[CH:21]=[CH:20][CH:19]=[CH:18][N:17]=3)[CH:14]=2)=[C:6]([CH3:38])[CH:5]=[CH:4][N:3]=1.[ClH:39].CCOCC, predict the reaction product. The product is: [ClH:39].[CH3:1][C:2]1[C:7]([O:8][C:9]2[C:10]([NH:22][C:23]3[S:27][N:26]=[C:25]([C@H:28]([OH:29])[CH2:32][OH:31])[N:24]=3)=[N:11][CH:12]=[C:13]([S:15][C:16]3[CH:21]=[CH:20][CH:19]=[CH:18][N:17]=3)[CH:14]=2)=[C:6]([CH3:38])[CH:5]=[CH:4][N:3]=1. (3) Given the reactants [CH:1]1[CH:6]=[C:5]2[C:7]([N:9]([C@H:15]3[CH:20]4[CH2:21][CH2:22][N:17]([CH2:18][CH2:19]4)[CH2:16]3)C[C@H:11]3[CH2:12][CH2:13][CH2:14][C:3](=[C:4]23)[CH:2]=1)=[O:8].C1(C(O)=O)C2CCCCC=2C=CC=1.N[C@H]1C2CCN(CC2)C1, predict the reaction product. The product is: [N:17]12[CH2:18][CH2:19][CH:20]([CH2:21][CH2:22]1)[C@H:15]([NH:9][C:7]([C:5]1[C:4]3[CH2:11][CH2:12][CH2:13][CH2:14][C:3]=3[CH:2]=[CH:1][CH:6]=1)=[O:8])[CH2:16]2. (4) Given the reactants C[O:2][C:3](=[O:25])[CH2:4][C:5]1[C:14]([CH3:15])=[C:13]([CH2:16][C:17]2[CH:22]=[CH:21][C:20]([CH3:23])=[CH:19][CH:18]=2)[C:12]2[C:7](=[CH:8][CH:9]=[C:10]([F:24])[CH:11]=2)[CH:6]=1.O.[OH-].[Li+].Cl, predict the reaction product. The product is: [F:24][C:10]1[CH:11]=[C:12]2[C:7](=[CH:8][CH:9]=1)[CH:6]=[C:5]([CH2:4][C:3]([OH:25])=[O:2])[C:14]([CH3:15])=[C:13]2[CH2:16][C:17]1[CH:18]=[CH:19][C:20]([CH3:23])=[CH:21][CH:22]=1. (5) Given the reactants CC[N:3]([CH:7]([CH3:9])[CH3:8])C(C)C.[NH:10]1[CH:14]=[CH:13][C:12]([C:15]([OH:17])=O)=[CH:11]1.C1(N)CC1.CN(C(ON1N=NC2C=CC=NC1=2)=[N+](C)C)C.F[P-](F)(F)(F)(F)F, predict the reaction product. The product is: [CH:7]1([NH:3][C:15]([C:12]2[CH:13]=[CH:14][NH:10][CH:11]=2)=[O:17])[CH2:9][CH2:8]1. (6) Given the reactants FC(F)(F)S(O[C:7]1[CH:16]=[C:15]2[C:10]([CH2:11][CH2:12][CH:13]([C:17]([O:19][CH3:20])=[O:18])[CH2:14]2)=[CH:9][CH:8]=1)(=O)=O.CN(C)C=O.C(=O)([O-])[O-].[Na+].[Na+].O.[Cl-].[Li+].[Cl:37][C:38]1[CH:39]=[C:40](B(O)O)[CH:41]=[CH:42][CH:43]=1, predict the reaction product. The product is: [Cl:37][C:38]1[CH:43]=[C:42]([C:7]2[CH:16]=[C:15]3[C:10]([CH2:11][CH2:12][CH:13]([C:17]([O:19][CH3:20])=[O:18])[CH2:14]3)=[CH:9][CH:8]=2)[CH:41]=[CH:40][CH:39]=1.